From a dataset of TCR-epitope binding with 47,182 pairs between 192 epitopes and 23,139 TCRs. Binary Classification. Given a T-cell receptor sequence (or CDR3 region) and an epitope sequence, predict whether binding occurs between them. (1) The TCR CDR3 sequence is CASSHFGGTEAFF. The epitope is ITEEVGHTDLMAAY. Result: 0 (the TCR does not bind to the epitope). (2) The epitope is YLDAYNMMI. The TCR CDR3 sequence is CASSLDDGRRPLHF. Result: 0 (the TCR does not bind to the epitope).